This data is from Drug-target binding data from BindingDB using IC50 measurements. The task is: Regression. Given a target protein amino acid sequence and a drug SMILES string, predict the binding affinity score between them. We predict pIC50 (pIC50 = -log10(IC50 in M); higher means more potent). Dataset: bindingdb_ic50. (1) The drug is C=CC(=O)Nc1cccc(-c2cccc3cnc(Nc4ccc(N5CCN(C)CC5)cc4)nc23)c1C#N. The target protein sequence is MRPSGTAGAALLALLAALCPASRALEEKKVCQGTSNKLTQLGTFEDHFLSLQRMFNNCEVVLGNLEITYVQRNYDLSFLKTIQEVAGYVLIALNTVERIPLENLQIIRGNMYYENSYALAVLSNYDANKTGLKELPMRNLQEILHGAVRFSNNPALCNVESIQWRDIVSSDFLSNMSMDFQNHLGSCQKCDPSCPNGSCWGAGEENCQKLTKIICAQQCSGRCRGKSPSDCCHNQCAAGCTGPRESDCLVCRKFRDEATCKDTCPPLMLYNPTTYQMDVNPEGKYSFGATCVKKCPRNYVVTDHGSCVRACGADSYEMEEDGVRKCKKCEGPCRKVCNGIGIGEFKDSLSINATNIKHFKNCTSISGDLHILPVAFRGDSFTHTPPLDPQELDILKTVKEITGFLLIQAWPENRTDLHAFENLEIIRGRTKQHGQFSLAVVSLNITSLGLRSLKEISDGDVIISGNKNLCYANTINWKKLFGTSGQKTKIISNRGENSCK.... The pIC50 is 7.0. (2) The drug is Cc1c(F)c(N)cc(C(=O)Nc2cc(-c3ccc(NC(=O)CN)cc3)ccc2N2CCN(C)CC2)c1Cl. The target protein (P61964) has sequence MATEEKKPETEAARAQPTPSSSATQSKPTPVKPNYALKFTLAGHTKAVSSVKFSPNGEWLASSSADKLIKIWGAYDGKFEKTISGHKLGISDVAWSSDSNLLVSASDDKTLKIWDVSSGKCLKTLKGHSNYVFCCNFNPQSNLIVSGSFDESVRIWDVKTGKCLKTLPAHSDPVSAVHFNRDGSLIVSSSYDGLCRIWDTASGQCLKTLIDDDNPPVSFVKFSPNGKYILAATLDNTLKLWDYSKGKCLKTYTGHKNEKYCIFANFSVTGGKWIVSGSEDNLVYIWNLQTKEIVQKLQGHTDVVISTACHPTENIIASAALENDKTIKLWKSDC. The pIC50 is 7.2. (3) The drug is Cc1c(CC(=O)O)c(=O)oc2c(C)c(OCc3ccc(-c4ccccc4)cc3)ccc12. The target protein sequence is MSDVMADRTPPHNIEAEQAVLGAILIDQDALTSASELLVPDSFYRTKHQKIFEVMLGLSDKGEPIDLVMMTSAMADQGLLEEVGGVSYLAELAEVVPTAANVEYYARIIAEKALLRRLIRTATHIVSDGYEREDDVDGLLNEAEKKILEVSHQTNAKAFQNIKDVLVDAYDKIELLHNQKGEVTGIPTGFTELDKMTAGFQRNDLIIVAARPSVGKTAFSLNIAQNVATKTDENVAIFSLEMGADQLVMRMLCAEGNIDAQRLRTGSLTSDDWAKLTMAMGSLSNAGIYIDDTPGIKVNEIRAKCRRLKQEQGLGMILIDYLQLIQGSGKSGENRQQEVSEISRTLKGIARELQVPVIALSQLSRGVESRQDKRPMMSDIRESGSIEQDADIVAFLYREDYYDRETENKNTIEIIIAKQRNGPVGSVELAFVKEFNKFVNLERRFEDGHAPPA. The pIC50 is 5.0.